From a dataset of Tyrosyl-DNA phosphodiesterase HTS with 341,365 compounds. Binary Classification. Given a drug SMILES string, predict its activity (active/inactive) in a high-throughput screening assay against a specified biological target. (1) The compound is Clc1c(C(=O)Nc2cc3nc(P([O-])(=O)C)n(c3cc2)CC)cccc1. The result is 0 (inactive). (2) The molecule is O1CCN(CCCN(C(C(=O)NC(C)(C)C)c2oc(cc2)C)C(=O)c2[nH]c(cc2)c2ccccc2)CC1. The result is 0 (inactive). (3) The result is 0 (inactive). The compound is Clc1ccc(cc1)/C=N\NC(=O)CNC(=O)c1sccc1. (4) The drug is O(CC(=O)N1CCCc2c1cccc2)c1cc(ccc1)C(=O)C. The result is 0 (inactive). (5) The result is 0 (inactive). The molecule is Clc1cc(NC(=O)NCc2ncccc2)ccc1Cl. (6) The molecule is s1c2nc3n(CCCC3)c(=O)c2c(c1C(=O)N(Cc1ccccc1)CC)C. The result is 0 (inactive). (7) The compound is O(C(=O)Cn1nc(c([N+]([O-])=O)c1C)C)CC. The result is 0 (inactive).